From a dataset of Full USPTO retrosynthesis dataset with 1.9M reactions from patents (1976-2016). Predict the reactants needed to synthesize the given product. (1) Given the product [NH:22]1[C:21]2[CH:31]=[CH:32][C:18]([CH2:17][N:16]([CH3:33])[C:12]3[N:11]=[C:10]([NH:9][C:6]4[CH:5]=[C:4]([CH:1]5[CH2:2][CH2:3]5)[NH:8][N:7]=4)[CH:15]=[CH:14][N:13]=3)=[CH:19][C:20]=2[N:24]=[CH:23]1, predict the reactants needed to synthesize it. The reactants are: [CH:1]1([C:4]2[NH:8][N:7]=[C:6]([NH:9][C:10]3[CH:15]=[CH:14][N:13]=[C:12]([N:16]([CH3:33])[CH2:17][C:18]4[CH:32]=[CH:31][C:21]5[N:22](C6CCCCO6)[CH:23]=[N:24][C:20]=5[CH:19]=4)[N:11]=3)[CH:5]=2)[CH2:3][CH2:2]1.CC1C=CC(S(O)(=O)=O)=CC=1.O. (2) The reactants are: [C:1]([O:5][C:6]([NH:8][C:9]1[S:10][CH:11]=[C:12]([C:14]([OH:16])=O)[N:13]=1)=[O:7])([CH3:4])([CH3:3])[CH3:2].ClC1N=C(OC)N=C(OC)N=1.CN1CCOCC1.Cl.[CH3:36][NH:37][O:38][CH3:39].C(N(CC)CC)C. Given the product [C:1]([O:5][C:6](=[O:7])[NH:8][C:9]1[S:10][CH:11]=[C:12]([C:14](=[O:16])[N:37]([O:38][CH3:39])[CH3:36])[N:13]=1)([CH3:2])([CH3:3])[CH3:4], predict the reactants needed to synthesize it. (3) Given the product [C:23]([O:22][C:20]([N:1]1[CH2:6][CH2:5][C:4]2([C:15]3[C:10](=[CH:11][CH:12]=[CH:13][CH:14]=3)[C:9]([C:16]([OH:18])=[O:17])=[CH:8][CH2:7]2)[CH2:3][CH2:2]1)=[O:21])([CH3:26])([CH3:24])[CH3:25], predict the reactants needed to synthesize it. The reactants are: [N:1]1([C:20]([O:22][C:23]([CH3:26])([CH3:25])[CH3:24])=[O:21])[CH2:6][CH2:5][C:4]2([C:15]3[C:10](=[CH:11][CH:12]=[CH:13][CH:14]=3)[C:9]([C:16]([O:18]C)=[O:17])=[CH:8][CH2:7]2)[CH2:3][CH2:2]1.[OH-].[Na+].Cl. (4) Given the product [OH:26][CH:27]1[O:35][C@H:34]([CH2:36][OH:37])[C@@H:32]([OH:33])[C@H:30]([OH:31])[C@H:28]1[NH2:29], predict the reactants needed to synthesize it. The reactants are: S(C1CC(=O)N(O)C1=O)(O)(=O)=O.Cl.C(N=C=NCCCN(C)C)C.Cl.[OH:26][CH:27]1[O:35][C@H:34]([CH2:36][OH:37])[C@@H:32]([OH:33])[C@H:30]([OH:31])[C@H:28]1[NH2:29].[Sn](Cl)Cl.O=C([O-])[C@@H]([C@H]([C@@H]([C@@H](CO)O)O)O)O. (5) Given the product [CH3:31][C:27]1[CH:28]=[CH:29][CH:30]=[C:2]([CH3:1])[C:3]=1[O:4][C:5]1[CH:6]=[C:7]2[C:12](=[CH:13][C:14]=1[CH3:15])[N:11]=[C:10]([N:16]1[CH:20]=[C:19]([C:21]([OH:23])=[O:22])[CH:18]=[N:17]1)[N:9]=[C:8]2[NH:35][CH:32]1[CH2:34][CH2:33]1, predict the reactants needed to synthesize it. The reactants are: [CH3:1][C:2]1[CH:30]=[CH:29][CH:28]=[C:27]([CH3:31])[C:3]=1[O:4][C:5]1[CH:6]=[C:7]2[C:12](=[CH:13][C:14]=1[CH3:15])[N:11]=[C:10]([N:16]1[CH:20]=[C:19]([C:21]([O:23]CC)=[O:22])[CH:18]=[N:17]1)[NH:9][C:8]2=O.[CH:32]1([NH2:35])[CH2:34][CH2:33]1.